This data is from NCI-60 drug combinations with 297,098 pairs across 59 cell lines. The task is: Regression. Given two drug SMILES strings and cell line genomic features, predict the synergy score measuring deviation from expected non-interaction effect. Drug 1: CC12CCC(CC1=CCC3C2CCC4(C3CC=C4C5=CN=CC=C5)C)O. Drug 2: CCCCCOC(=O)NC1=NC(=O)N(C=C1F)C2C(C(C(O2)C)O)O. Cell line: COLO 205. Synergy scores: CSS=-7.59, Synergy_ZIP=1.48, Synergy_Bliss=-2.57, Synergy_Loewe=-8.14, Synergy_HSA=-7.23.